From a dataset of Full USPTO retrosynthesis dataset with 1.9M reactions from patents (1976-2016). Predict the reactants needed to synthesize the given product. (1) Given the product [CH2:1]([S:8][CH2:9][C:10]([O:12][CH3:13])=[O:11])[C:2]1[CH:7]=[CH:6][CH:5]=[CH:4][CH:3]=1, predict the reactants needed to synthesize it. The reactants are: [CH2:1]([S:8][CH2:9][C:10]([OH:12])=[O:11])[C:2]1[CH:7]=[CH:6][CH:5]=[CH:4][CH:3]=1.[CH3:13]O. (2) Given the product [CH3:1][C:2]1[CH:3]=[C:4]([C:8]2[N:9]=[C:10]3[CH:15]=[CH:14][CH:13]=[N:12][N:11]3[C:16]=2[C:17]2[CH:22]=[CH:21][N:20]=[C:19]([NH:23][C:27]([CH:24]3[CH2:26][CH2:25]3)=[O:28])[CH:18]=2)[CH:5]=[CH:6][CH:7]=1, predict the reactants needed to synthesize it. The reactants are: [CH3:1][C:2]1[CH:3]=[C:4]([C:8]2[N:9]=[C:10]3[CH:15]=[CH:14][CH:13]=[N:12][N:11]3[C:16]=2[C:17]2[CH:22]=[CH:21][N:20]=[C:19]([NH2:23])[CH:18]=2)[CH:5]=[CH:6][CH:7]=1.[CH:24]1([C:27](Cl)=[O:28])[CH2:26][CH2:25]1.C(N(CC)CC)C.